Dataset: Forward reaction prediction with 1.9M reactions from USPTO patents (1976-2016). Task: Predict the product of the given reaction. Given the reactants [C:1]1([C:7]2[N:8]=[C:9]([CH2:18][CH2:19][CH:20]=O)[O:10][C:11]=2[C:12]2[CH:17]=[CH:16][CH:15]=[CH:14][CH:13]=2)[CH:6]=[CH:5][CH:4]=[CH:3][CH:2]=1.Cl.[CH2:23]([O:30][NH2:31])[C:24]1[CH:29]=[CH:28][CH:27]=[CH:26][CH:25]=1, predict the reaction product. The product is: [CH2:23]([O:30][N:31]=[CH:20][CH2:19][CH2:18][C:9]1[O:10][C:11]([C:12]2[CH:17]=[CH:16][CH:15]=[CH:14][CH:13]=2)=[C:7]([C:1]2[CH:6]=[CH:5][CH:4]=[CH:3][CH:2]=2)[N:8]=1)[C:24]1[CH:29]=[CH:28][CH:27]=[CH:26][CH:25]=1.